Task: Predict the reactants needed to synthesize the given product.. Dataset: Full USPTO retrosynthesis dataset with 1.9M reactions from patents (1976-2016) (1) Given the product [Cl:2][CH2:3][C:4]1[O:5][C:6]2[CH:13]=[CH:9][CH:10]=[C:11]([OH:12])[C:7]=2[N:8]=1, predict the reactants needed to synthesize it. The reactants are: Cl.[Cl:2][CH2:3][C:4](=[NH:8])[O:5][CH2:6][CH3:7].[CH2:9]1[CH2:13][O:12][CH2:11][CH2:10]1. (2) Given the product [N:13]1[CH:12]=[CH:11][C:10]([C:7]2[S:6][C:5]([C:3]([OH:4])=[O:2])=[CH:9][CH:8]=2)=[CH:15][CH:14]=1, predict the reactants needed to synthesize it. The reactants are: C[O:2][C:3]([C:5]1[S:6][C:7]([C:10]2[CH:15]=[CH:14][N:13]=[CH:12][CH:11]=2)=[CH:8][CH:9]=1)=[O:4].CO.[Li+].[OH-]. (3) Given the product [CH3:38][O:37][C:34]1[CH:33]=[CH:32][C:31]([CH2:30][N:8]([CH2:7][C:6]2[CH:5]=[CH:4][C:3]([O:2][CH3:1])=[CH:40][CH:39]=2)[C:9]2[N:10]=[CH:11][C:12]([C:15]3[C:16]4[CH2:29][CH2:28][N:27]([C:42]5[CH:47]=[CH:46][C:45]([S:48]([NH:51][CH2:52][CH2:53][CH2:54][OH:55])(=[O:50])=[O:49])=[CH:44][CH:43]=5)[C:17]=4[N:18]=[C:19]([N:21]4[CH2:26][CH2:25][O:24][CH2:23][CH2:22]4)[N:20]=3)=[CH:13][N:14]=2)=[CH:36][CH:35]=1, predict the reactants needed to synthesize it. The reactants are: [CH3:1][O:2][C:3]1[CH:40]=[CH:39][C:6]([CH2:7][N:8]([CH2:30][C:31]2[CH:36]=[CH:35][C:34]([O:37][CH3:38])=[CH:33][CH:32]=2)[C:9]2[N:14]=[CH:13][C:12]([C:15]3[C:16]4[CH2:29][CH2:28][NH:27][C:17]=4[N:18]=[C:19]([N:21]4[CH2:26][CH2:25][O:24][CH2:23][CH2:22]4)[N:20]=3)=[CH:11][N:10]=2)=[CH:5][CH:4]=1.Br[C:42]1[CH:47]=[CH:46][C:45]([S:48]([N:51](C(OC(C)(C)C)=O)[CH2:52][CH2:53][CH2:54][OH:55])(=[O:50])=[O:49])=[CH:44][CH:43]=1.COC(=O)C1C=CC(Br)=CC=1. (4) The reactants are: [S:1]([O:6]C)([O:4][CH3:5])(=[O:3])=[O:2].[Br-].[CH2:9]([N+:11]1[CH:15]=[CH:14][N:13]([CH3:16])[CH:12]=1)[CH3:10].[Br-]. Given the product [CH3:5][O:4][S:1]([O-:6])(=[O:3])=[O:2].[CH2:9]([N+:11]1[CH:15]=[CH:14][N:13]([CH3:16])[CH:12]=1)[CH3:10], predict the reactants needed to synthesize it. (5) Given the product [CH2:1]([O:3][C:4]([C:6]1[C:7]([OH:22])=[C:8]2[CH:14]=[CH:13][N:12]([C:16]3[CH:17]=[CH:18][CH:19]=[CH:20][CH:21]=3)[C:9]2=[CH:10][N:11]=1)=[O:5])[CH3:2], predict the reactants needed to synthesize it. The reactants are: [CH2:1]([O:3][C:4]([C:6]1[C:7]([OH:22])=[C:8]2[CH:14]=[C:13](Br)[N:12]([C:16]3[CH:21]=[CH:20][CH:19]=[CH:18][CH:17]=3)[C:9]2=[CH:10][N:11]=1)=[O:5])[CH3:2].C([O-])=O.[NH4+]. (6) The reactants are: [O:1]1[C:9]2[CH:8]=[CH:7][N:6]=[CH:5][C:4]=2[CH:3]=[C:2]1[C:10](Cl)=[O:11].[S-:13][C:14]#[N:15].[NH4+].[NH2:17][C:18]1[CH:30]=[CH:29][C:21]([C:22]([O:24][CH2:25][CH2:26][CH2:27][CH3:28])=[O:23])=[CH:20][CH:19]=1. Given the product [CH2:25]([O:24][C:22](=[O:23])[C:21]1[CH:20]=[CH:19][C:18]([NH:17][C:14]([NH:15][C:10]([C:2]2[O:1][C:9]3[CH:8]=[CH:7][N:6]=[CH:5][C:4]=3[CH:3]=2)=[O:11])=[S:13])=[CH:30][CH:29]=1)[CH2:26][CH2:27][CH3:28], predict the reactants needed to synthesize it. (7) Given the product [I:10][C:6]1[CH:7]=[CH:8][N:9]=[C:2]2[N:20]([C:13]3[C:14]([F:19])=[CH:15][C:16]([F:18])=[CH:17][C:12]=3[F:11])[N:21]=[CH:4][C:3]=12, predict the reactants needed to synthesize it. The reactants are: F[C:2]1[N:9]=[CH:8][CH:7]=[C:6]([I:10])[C:3]=1[CH:4]=O.[F:11][C:12]1[CH:17]=[C:16]([F:18])[CH:15]=[C:14]([F:19])[C:13]=1[NH:20][NH2:21]. (8) Given the product [CH2:11]([C:15]1[O:16][C:17]2[CH:23]=[CH:22][CH:21]=[CH:20][C:18]=2[C:19]=1[CH:4]=[O:5])[CH2:12][CH2:13][CH3:14], predict the reactants needed to synthesize it. The reactants are: CN([CH:4]=[O:5])C.P(Cl)(Cl)(Cl)=O.[CH2:11]([C:15]1[O:16][C:17]2[CH:23]=[CH:22][CH:21]=[CH:20][C:18]=2[CH:19]=1)[CH2:12][CH2:13][CH3:14]. (9) Given the product [C@H:1]1([NH:11][C:12]([C@@H:14]2[CH2:23][C:22]3[C:17](=[CH:18][C:19]([C:32]([O:34][CH3:35])=[O:33])=[CH:20][CH:21]=3)[CH2:16][N:15]2[C:32]([O:34][C:35]([CH3:36])([CH3:37])[CH3:38])=[O:33])=[O:13])[C:10]2[C:5](=[CH:6][CH:7]=[CH:8][CH:9]=2)[CH2:4][CH2:3][CH2:2]1, predict the reactants needed to synthesize it. The reactants are: [C@H:1]1([NH:11][C:12]([C@@H:14]2[CH2:23][C:22]3[C:17](=[CH:18][C:19](OS(C(F)(F)F)(=O)=O)=[CH:20][CH:21]=3)[CH2:16][N:15]2[C:32]([O:34][C:35]([CH3:38])([CH3:37])[CH3:36])=[O:33])=[O:13])[C:10]2[C:5](=[CH:6][CH:7]=[CH:8][CH:9]=2)[CH2:4][CH2:3][CH2:2]1.CS(C)=O.CCN(CC)CC. (10) Given the product [ClH:30].[C@H:16]12[CH2:22][C@H:19]([NH:20][CH2:21]1)[CH2:18][N:17]2[C:13](=[O:15])[CH2:12][C:9]1[CH:10]=[N:11][C:6]([N:1]2[CH:5]=[N:4][N:3]=[N:2]2)=[CH:7][CH:8]=1, predict the reactants needed to synthesize it. The reactants are: [N:1]1([C:6]2[N:11]=[CH:10][C:9]([CH2:12][C:13]([OH:15])=O)=[CH:8][CH:7]=2)[CH:5]=[N:4][N:3]=[N:2]1.[C@H:16]12[CH2:22][C@H:19]([NH:20][CH2:21]1)[CH2:18][N:17]2C(OC(C)(C)C)=O.[ClH:30].N1(C(=O)CC2C=NC(N3C=NN=N3)=CC=2)CCNCC1.